From a dataset of Forward reaction prediction with 1.9M reactions from USPTO patents (1976-2016). Predict the product of the given reaction. (1) Given the reactants [N:1]1[CH:6]=[CH:5][CH:4]=[CH:3][C:2]=1[N:7]([CH2:30][CH2:31][C:32]([NH:34][S:35]([CH3:38])(=[O:37])=[O:36])=[O:33])[C:8]([C:10]1[CH:29]=[CH:28][C:13]2[N:14]([CH3:27])[C:15]([CH2:17][NH:18][C:19]3[CH:24]=[CH:23][C:22]([C:25]#[N:26])=[CH:21][CH:20]=3)=[N:16][C:12]=2[CH:11]=1)=[O:9].[NH2:39][OH:40].ClCCl.C(O)C, predict the reaction product. The product is: [N:1]1[CH:6]=[CH:5][CH:4]=[CH:3][C:2]=1[N:7]([CH2:30][CH2:31][C:32]([NH:34][S:35]([CH3:38])(=[O:36])=[O:37])=[O:33])[C:8]([C:10]1[CH:29]=[CH:28][C:13]2[N:14]([CH3:27])[C:15]([CH2:17][NH:18][C:19]3[CH:20]=[CH:21][C:22]([C:25](=[NH:26])[NH:39][OH:40])=[CH:23][CH:24]=3)=[N:16][C:12]=2[CH:11]=1)=[O:9]. (2) The product is: [CH3:1][C:2]1([CH3:36])[CH2:11][CH2:10][C:9]([CH3:12])([CH3:13])[C:8]2[CH:7]=[C:6]([Se:14][C:15]#[C:16][C:17]3[CH:18]=[CH:19][C:20]([C:21]([OH:23])=[O:22])=[CH:25][CH:26]=3)[CH:5]=[C:4]([O:27][CH2:28][C:29]3[CH:30]=[CH:31][C:32]([Cl:35])=[CH:33][CH:34]=3)[C:3]1=2. Given the reactants [CH3:1][C:2]1([CH3:36])[CH2:11][CH2:10][C:9]([CH3:13])([CH3:12])[C:8]2[CH:7]=[C:6]([Se:14][C:15]#[C:16][C:17]3[CH:26]=[CH:25][C:20]([C:21]([O:23]C)=[O:22])=[CH:19][CH:18]=3)[CH:5]=[C:4]([O:27][CH2:28][C:29]3[CH:34]=[CH:33][C:32]([Cl:35])=[CH:31][CH:30]=3)[C:3]1=2.[OH-].[Na+], predict the reaction product. (3) Given the reactants C(NC(C)C)(C)C.[Li]CCCC.[C:13]([NH:17][C:18](=[O:20])[OH:19])([CH3:16])([CH3:15])[CH3:14].[CH:21]1([S:24]([NH2:27])(=[O:26])=[O:25])[CH2:23][CH2:22]1.Br[CH2:29][CH2:30][CH2:31][CH2:32][CH2:33][CH2:34][CH2:35][CH2:36][CH2:37][CH2:38][CH2:39][CH2:40][O:41][Si:42]([C:45]([CH3:48])([CH3:47])[CH3:46])([CH3:44])[CH3:43].[NH4+].[Cl-], predict the reaction product. The product is: [C:13]([NH:17][C:18](=[O:19])[OH:20])([CH3:16])([CH3:15])[CH3:14].[C:45]([Si:42]([CH3:43])([CH3:44])[O:41][CH2:40][CH2:39][CH2:38][CH2:37][CH2:36][CH2:35][CH2:34][CH2:33][CH2:32][CH2:31][CH2:30][CH2:29][C:21]1([S:24]([NH2:27])(=[O:26])=[O:25])[CH2:23][CH2:22]1)([CH3:48])([CH3:47])[CH3:46]. (4) Given the reactants [F:1][C:2]([F:7])([F:6])[C:3]([OH:5])=[O:4].[F:8][C:9]1([F:24])[CH2:12][CH:11]([O:13][C:14]2[CH:19]=[CH:18][N:17]=[C:16]([CH2:20][C:21]([NH2:23])=[O:22])[CH:15]=2)[CH2:10]1.Br[C:26]1[N:31]=[N:30][C:29]([CH2:32][CH2:33][CH2:34][CH2:35][N:36]2[CH:40]=[C:39]([C:41]([NH:43][CH3:44])=[O:42])[N:38]=[N:37]2)=[CH:28][CH:27]=1.CC1(C)C2C(=C(P(C3C=CC=CC=3)C3C=CC=CC=3)C=CC=2)OC2C(P(C3C=CC=CC=3)C3C=CC=CC=3)=CC=CC1=2.C([O-])([O-])=O.[Cs+].[Cs+], predict the reaction product. The product is: [F:1][C:2]([F:7])([F:6])[C:3]([OH:5])=[O:4].[F:24][C:9]1([F:8])[CH2:12][CH:11]([O:13][C:14]2[CH:19]=[CH:18][N:17]=[C:16]([CH2:20][C:21]([NH:23][C:26]3[N:31]=[N:30][C:29]([CH2:32][CH2:33][CH2:34][CH2:35][N:36]4[CH:40]=[C:39]([C:41]([NH:43][CH3:44])=[O:42])[N:38]=[N:37]4)=[CH:28][CH:27]=3)=[O:22])[CH:15]=2)[CH2:10]1. (5) Given the reactants Br[C:2]1[CH:7]=[CH:6][CH:5]=[CH:4][N:3]=1.CON(C)[C:11]([C@H:13]1[CH2:17][CH2:16][CH2:15][O:14]1)=[O:12].C(OCC)C.[NH4+].[Cl-], predict the reaction product. The product is: [N:3]1[CH:4]=[CH:5][CH:6]=[CH:7][C:2]=1[C:11]([C@H:13]1[CH2:17][CH2:16][CH2:15][O:14]1)=[O:12]. (6) Given the reactants [F:1][C:2]1[CH:7]=[CH:6][CH:5]=[C:4]([F:8])[CH:3]=1.[C:9]1(=[O:15])[O:14][C:12](=[O:13])[CH:11]=[CH:10]1.[Cl-].[Al+3].[Cl-].[Cl-].Cl, predict the reaction product. The product is: [F:1][C:2]1[CH:3]=[C:4]([F:8])[CH:5]=[CH:6][C:7]=1[C:9](=[O:15])/[CH:10]=[CH:11]/[C:12]([OH:14])=[O:13]. (7) Given the reactants [C:1]([CH:3]1[CH2:8][CH2:7][N:6]([C:9]([N:11]2[CH2:16][CH:15]([C:17]3[CH:22]=[CH:21][C:20]([C:23]([F:26])([F:25])[F:24])=[CH:19][CH:18]=3)[CH2:14][CH:13]([C:27](O)=[O:28])[CH2:12]2)=[O:10])[CH2:5][CH2:4]1)#[N:2].[F:30][C:31]1[CH:36]=[CH:35][C:34]([C:37](=[N:39]O)[NH2:38])=[CH:33][CH:32]=1, predict the reaction product. The product is: [F:30][C:31]1[CH:36]=[CH:35][C:34]([C:37]2[N:39]=[C:27]([CH:13]3[CH2:14][CH:15]([C:17]4[CH:18]=[CH:19][C:20]([C:23]([F:25])([F:24])[F:26])=[CH:21][CH:22]=4)[CH2:16][N:11]([C:9]([N:6]4[CH2:7][CH2:8][CH:3]([C:1]#[N:2])[CH2:4][CH2:5]4)=[O:10])[CH2:12]3)[O:28][N:38]=2)=[CH:33][CH:32]=1. (8) The product is: [Si:3]([O:10][C:11]1[CH:20]=[C:19]([CH2:21][I:1])[C:18]2[C:13](=[C:14]([F:23])[CH:15]=[CH:16][CH:17]=2)[N:12]=1)([C:6]([CH3:9])([CH3:8])[CH3:7])([CH3:5])[CH3:4]. Given the reactants [I-:1].[Na+].[Si:3]([O:10][C:11]1[CH:20]=[C:19]([CH2:21]Cl)[C:18]2[C:13](=[C:14]([F:23])[CH:15]=[CH:16][CH:17]=2)[N:12]=1)([C:6]([CH3:9])([CH3:8])[CH3:7])([CH3:5])[CH3:4], predict the reaction product. (9) Given the reactants FC(F)(F)C(O)=O.C(OC(=O)[NH:14][C@H:15]([C:33](=[O:35])[NH2:34])[CH2:16][CH2:17][CH2:18][CH2:19][NH:20][C:21](=[O:32])[C:22]1[CH:27]=[CH:26][CH:25]=[CH:24][C:23]=1[O:28][CH2:29][C:30]#[CH:31])(C)(C)C, predict the reaction product. The product is: [NH2:14][C@H:15]([C:33](=[O:35])[NH2:34])[CH2:16][CH2:17][CH2:18][CH2:19][NH:20][C:21](=[O:32])[C:22]1[CH:27]=[CH:26][CH:25]=[CH:24][C:23]=1[O:28][CH2:29][C:30]#[CH:31]. (10) Given the reactants O=[C:2]1[CH2:7][CH2:6][CH:5]([C:8]([O:10][CH3:11])=[O:9])[CH2:4][CH2:3]1.[NH:12]1[CH2:17][CH2:16][O:15][CH2:14][CH2:13]1, predict the reaction product. The product is: [O:15]1[CH2:16][CH2:17][N:12]([C:2]2[CH2:7][CH2:6][CH:5]([C:8]([O:10][CH3:11])=[O:9])[CH2:4][CH:3]=2)[CH2:13][CH2:14]1.